Task: Regression. Given two drug SMILES strings and cell line genomic features, predict the synergy score measuring deviation from expected non-interaction effect.. Dataset: NCI-60 drug combinations with 297,098 pairs across 59 cell lines Synergy scores: CSS=15.1, Synergy_ZIP=-4.59, Synergy_Bliss=-4.69, Synergy_Loewe=-17.2, Synergy_HSA=-2.85. Cell line: HOP-92. Drug 1: C1C(C(OC1N2C=C(C(=O)NC2=O)F)CO)O. Drug 2: C(CCl)NC(=O)N(CCCl)N=O.